This data is from Full USPTO retrosynthesis dataset with 1.9M reactions from patents (1976-2016). The task is: Predict the reactants needed to synthesize the given product. (1) Given the product [F:33][C:2]1([F:1])[CH2:3][C:4]2[S:8][C:7]([NH:9][C:10]([C:12]3[N:13]=[CH:14][CH:15]=[CH:16][C:17]=3[C:18]([OH:20])=[O:19])=[O:11])=[C:6]([C:25]3[S:26][CH:27]=[C:28]([CH3:30])[N:29]=3)[C:5]=2[CH2:31][CH2:32]1, predict the reactants needed to synthesize it. The reactants are: [F:1][C:2]1([F:33])[CH2:32][CH2:31][C:5]2[C:6]([C:25]3[S:26][CH:27]=[C:28]([CH3:30])[N:29]=3)=[C:7]([NH:9][C:10]([C:12]3[C:17]([C:18]([O:20]C(C)(C)C)=[O:19])=[CH:16][CH:15]=[CH:14][N:13]=3)=[O:11])[S:8][C:4]=2[CH2:3]1.Cl. (2) Given the product [CH2:23]([O:39][C:40](=[O:42])[CH2:41][NH:1][CH2:2][C:3]1[C:4]2[C:9](=[CH:8][C:7]([NH:13][S:14]([C:17]3[CH:18]=[CH:19][CH:20]=[CH:21][CH:22]=3)(=[O:16])=[O:15])=[CH:6][CH:5]=2)[CH:10]=[CH:11][CH:12]=1)[CH3:24], predict the reactants needed to synthesize it. The reactants are: [NH2:1][CH2:2][CH:3]1[CH2:12][CH2:11][CH2:10][C:9]2[CH:8]=[C:7]([NH:13][S:14]([C:17]3[CH:22]=[CH:21][CH:20]=[CH:19][CH:18]=3)(=[O:16])=[O:15])[CH:6]=[CH:5][C:4]1=2.[CH2:23](N(CC)CC)[CH3:24].[C:40]([O:39][BH-]([O:39][C:40](=[O:42])[CH3:41])[O:39][C:40](=[O:42])[CH3:41])(=[O:42])[CH3:41].[Na+]. (3) Given the product [C:17]1([C:20]2[CH:21]=[CH:22][CH:23]=[CH:24][CH:25]=2)[CH:18]=[CH:19][C:14]([CH2:13][C@@H:12]([NH:26][C:27]([C:28]2[O:37][C:31]([C:32]([F:34])([F:35])[F:33])=[N:30][N:29]=2)=[O:38])[CH2:11][C@@H:10]([CH3:39])[C:9]([OH:8])=[O:40])=[CH:15][CH:16]=1, predict the reactants needed to synthesize it. The reactants are: C([O:8][C:9](=[O:40])[C@H:10]([CH3:39])[CH2:11][C@H:12]([NH:26][C:27](=[O:38])[C:28](=[O:37])[NH:29][NH:30][C:31](=O)[C:32]([F:35])([F:34])[F:33])[CH2:13][C:14]1[CH:19]=[CH:18][C:17]([C:20]2[CH:25]=[CH:24][CH:23]=[CH:22][CH:21]=2)=[CH:16][CH:15]=1)C1C=CC=CC=1.CC[N+](S(N=C(OC)[O-])(=O)=O)(CC)CC. (4) Given the product [CH2:1]([CH:8]1[CH2:9][C:10]2[C:15](=[CH:14][C:13]([O:16][CH3:17])=[C:12]([O:18][CH3:19])[CH:11]=2)[CH:21]=[N:20]1)[C:2]1[CH:3]=[CH:4][CH:5]=[CH:6][CH:7]=1, predict the reactants needed to synthesize it. The reactants are: [CH2:1]([CH:8]([NH:20][CH:21]=O)[CH2:9][C:10]1[CH:15]=[CH:14][C:13]([O:16][CH3:17])=[C:12]([O:18][CH3:19])[CH:11]=1)[C:2]1[CH:7]=[CH:6][CH:5]=[CH:4][CH:3]=1.C1(P(Cl)(C2C=CC=CC=2)=O)C=CC=CC=1.[OH-].[NH4+]. (5) The reactants are: C1(NC2CCCCC2)CCCCC1.CCCCCC.[CH2:20]([O:23][C:24]([CH:26]1[CH2:31][CH2:30][CH2:29][CH2:28][CH2:27]1)=[O:25])[CH2:21][CH3:22].Br[CH2:33][CH:34]([CH2:37][CH3:38])[CH2:35][CH3:36].Cl. Given the product [CH2:20]([O:23][C:24]([C:26]1([CH2:33][CH:34]([CH2:37][CH3:38])[CH2:35][CH3:36])[CH2:31][CH2:30][CH2:29][CH2:28][CH2:27]1)=[O:25])[CH2:21][CH3:22], predict the reactants needed to synthesize it. (6) Given the product [OH:1][C:2]([CH3:34])([CH3:35])[CH2:3][C@@:4]1([C:28]2[CH:33]=[CH:32][CH:31]=[CH:30][CH:29]=2)[O:9][C:8](=[O:10])[N:7]([C@H:11]([C:13]2[CH:14]=[CH:15][C:16]([C:37]3[CH:42]=[CH:41][N:40]([CH2:43][CH:44]([CH3:48])[CH2:45][O:46][CH3:47])[C:39](=[O:49])[CH:38]=3)=[CH:17][CH:18]=2)[CH3:12])[CH2:6][CH2:5]1, predict the reactants needed to synthesize it. The reactants are: [OH:1][C:2]([CH3:35])([CH3:34])[CH2:3][C@@:4]1([C:28]2[CH:33]=[CH:32][CH:31]=[CH:30][CH:29]=2)[O:9][C:8](=[O:10])[N:7]([C@H:11]([C:13]2[CH:18]=[CH:17][C:16](B3OC(C)(C)C(C)(C)O3)=[CH:15][CH:14]=2)[CH3:12])[CH2:6][CH2:5]1.Br[C:37]1[CH:42]=[CH:41][N:40]([CH2:43][CH:44]([CH3:48])[CH2:45][O:46][CH3:47])[C:39](=[O:49])[CH:38]=1.